Dataset: Catalyst prediction with 721,799 reactions and 888 catalyst types from USPTO. Task: Predict which catalyst facilitates the given reaction. The catalyst class is: 1. Reactant: [OH:1][C@H:2]1[CH2:7][CH2:6][C@H:5]([N:8]2[C:16](=[O:17])[C:15]3[C:10](=[CH:11][CH:12]=[CH:13][CH:14]=3)[C:9]2=[O:18])[CH2:4][CH2:3]1.C1(P(C2C=CC=CC=2)C2C=CC=CC=2)C=CC=CC=1.CCOC(/N=N/C(OCC)=O)=O.[C:50](O)(=[S:52])[CH3:51]. Product: [O:17]=[C:16]1[C:15]2[C:10](=[CH:11][CH:12]=[CH:13][CH:14]=2)[C:9](=[O:18])[N:8]1[C@@H:5]1[CH2:4][CH2:3][C@H:2]([O:1][C:50](=[S:52])[CH3:51])[CH2:7][CH2:6]1.